Dataset: Full USPTO retrosynthesis dataset with 1.9M reactions from patents (1976-2016). Task: Predict the reactants needed to synthesize the given product. Given the product [CH3:24][N:23]([CH3:25])[CH2:22][CH2:21][N:19]([CH3:20])[C:17]([C:15]1[CH:14]=[CH:13][C:11]2[N:12]=[C:8]([C:6]3[CH:7]=[C:2]([C:33]4[CH:32]=[CH:31][CH:30]=[C:29]([O:28][CH3:27])[CH:34]=4)[CH:3]=[CH:4][C:5]=3[OH:26])[S:9][C:10]=2[CH:16]=1)=[O:18], predict the reactants needed to synthesize it. The reactants are: Br[C:2]1[CH:3]=[CH:4][C:5]([OH:26])=[C:6]([C:8]2[S:9][C:10]3[CH:16]=[C:15]([C:17]([N:19]([CH2:21][CH2:22][N:23]([CH3:25])[CH3:24])[CH3:20])=[O:18])[CH:14]=[CH:13][C:11]=3[N:12]=2)[CH:7]=1.[CH3:27][O:28][C:29]1[CH:30]=[C:31](B(O)O)[CH:32]=[CH:33][CH:34]=1.C(=O)([O-])[O-].[Na+].[Na+].C(O)C.